This data is from Full USPTO retrosynthesis dataset with 1.9M reactions from patents (1976-2016). The task is: Predict the reactants needed to synthesize the given product. (1) Given the product [N:7]1[CH:2]=[CH:3][C:8]([CH2:9][CH2:10][CH2:11][CH2:12][CH2:13][OH:15])=[CH:16][CH:5]=1, predict the reactants needed to synthesize it. The reactants are: C[CH:2]1[NH:7][C:5](=O)N[CH:3]1[CH2:8][CH2:9][CH2:10][CH2:11][CH2:12][C:13]([OH:15])=O.[CH2:16]1CCC(N=C=NC2CCCCC2)CC1. (2) Given the product [ClH:1].[NH2:7][C@@H:8]1[C:14](=[O:15])[NH:13][C:12]2[C:16]([O:20][CH3:21])=[CH:17][CH:18]=[CH:19][C:11]=2[S:10][CH2:9]1, predict the reactants needed to synthesize it. The reactants are: [ClH:1].CC(C)(C)C(O[NH:7][C@@H:8]1[C:14](=[O:15])[NH:13][C:12]2[C:16]([O:20][CH3:21])=[CH:17][CH:18]=[CH:19][C:11]=2[S:10][CH2:9]1)=O. (3) Given the product [Br:1][C:2]1[CH:3]=[CH:4][C:5]([C:8]2[O:12][N:11]=[C:10]([CH3:13])[C:9]=2[CH:14]([C:24]2[O:23][C:22]([CH2:21][C:20]3[CH:27]=[CH:28][CH:29]=[C:18]([C:17]([F:30])([F:31])[F:16])[CH:19]=3)=[N:26][N:25]=2)[OH:15])=[CH:6][CH:7]=1, predict the reactants needed to synthesize it. The reactants are: [Br:1][C:2]1[CH:7]=[CH:6][C:5]([C:8]2[O:12][N:11]=[C:10]([CH3:13])[C:9]=2[CH:14]=[O:15])=[CH:4][CH:3]=1.[F:16][C:17]([F:31])([F:30])[C:18]1[CH:19]=[C:20]([CH:27]=[CH:28][CH:29]=1)[CH2:21][C:22]1[O:23][CH:24]=[N:25][N:26]=1. (4) Given the product [Br:12][C:4]1[S:3][C:2]([NH:1][C:13](=[O:20])[C:14]2[CH:19]=[CH:18][CH:17]=[CH:16][CH:15]=2)=[N:6][C:5]=1[C:7]1[O:8][CH:9]=[CH:10][CH:11]=1, predict the reactants needed to synthesize it. The reactants are: [NH2:1][C:2]1[S:3][C:4]([Br:12])=[C:5]([C:7]2[O:8][CH:9]=[CH:10][CH:11]=2)[N:6]=1.[C:13](Cl)(=[O:20])[C:14]1[CH:19]=[CH:18][CH:17]=[CH:16][CH:15]=1.O. (5) Given the product [CH2:1]([O:3][C:4]([CH:5]1[CH:11]([C:16]2[C:21]([O:22][CH3:23])=[CH:20][C:19]([O:24][CH3:25])=[CH:18][C:17]=2[O:26][CH3:27])[CH2:12][NH:13][C:6]1=[O:7])=[O:28])[CH3:2], predict the reactants needed to synthesize it. The reactants are: [CH2:1]([O:3][C:4](=[O:28])[CH:5]([CH:11]([C:16]1[C:21]([O:22][CH3:23])=[CH:20][C:19]([O:24][CH3:25])=[CH:18][C:17]=1[O:26][CH3:27])[CH2:12][N+:13]([O-])=O)[C:6](OCC)=[O:7])[CH3:2].